From a dataset of Reaction yield outcomes from USPTO patents with 853,638 reactions. Predict the reaction yield, written as a fraction of the theoretical maximum amount of product (1.0 means a 100% yield; for example, 0.34 means a 34% yield). (1) The reactants are [NH2:1][C:2]1[NH:3][C:4](=S)[C:5]2[S:10][C:9](=[O:11])[N:8]([C@@H:12]3[O:24][C@H:23]([CH2:25][O:26][C:27](=[O:29])[CH3:28])[C@@H:18]([O:19][C:20](=[O:22])[CH3:21])[C@H:13]3[O:14][C:15](=[O:17])[CH3:16])[C:6]=2[N:7]=1. The catalyst is CC(C)=O.[Ni]. The product is [NH2:1][C:2]1[N:3]=[CH:4][C:5]2[S:10][C:9](=[O:11])[N:8]([C@@H:12]3[O:24][C@H:23]([CH2:25][O:26][C:27](=[O:29])[CH3:28])[C@@H:18]([O:19][C:20](=[O:22])[CH3:21])[C@H:13]3[O:14][C:15](=[O:17])[CH3:16])[C:6]=2[N:7]=1. The yield is 0.600. (2) The reactants are Br[C:2]1[CH:9]=[C:8]([C:10]([CH3:13])([CH3:12])[CH3:11])[CH:7]=[C:6]([Br:14])[C:3]=1[C:4]#[N:5].[C:15]([C:17]1[CH:22]=[CH:21][C:20]([NH:23][S:24]([CH3:27])(=[O:26])=[O:25])=[CH:19][CH:18]=1)#[CH:16].CCN(C(C)C)C(C)C. No catalyst specified. The product is [Br:14][C:6]1[C:3]([C:4]#[N:5])=[C:2]([C:16]#[C:15][C:17]2[CH:18]=[CH:19][C:20]([NH:23][S:24]([CH3:27])(=[O:25])=[O:26])=[CH:21][CH:22]=2)[CH:9]=[C:8]([C:10]([CH3:13])([CH3:12])[CH3:11])[CH:7]=1. The yield is 0.240. (3) The product is [Br:21][C:12]1[N:8]([C:3]2[CH:4]=[CH:5][CH:6]=[CH:7][C:2]=2[F:1])[N:9]=[C:10]([C:14]([O:16][CH2:17][CH3:18])=[O:15])[CH:11]=1. The catalyst is C(OCC)(=O)C. The yield is 0.190. The reactants are [F:1][C:2]1[CH:7]=[CH:6][CH:5]=[CH:4][C:3]=1[N:8]1[C:12](O)=[CH:11][C:10]([C:14]([O:16][CH2:17][CH3:18])=[O:15])=[N:9]1.P(Br)(Br)([Br:21])=O.C(=O)([O-])O.[Na+]. (4) The reactants are [NH2:1][C:2]1[C:11](I)=[CH:10][C:5]([C:6]([O:8][CH3:9])=[O:7])=[CH:4][N:3]=1.[C:13]([C:15]1[CH:16]=[C:17]([NH:21][C:22]([C:24]2[N:28]([CH3:29])[N:27]=[C:26]([CH3:30])[CH:25]=2)=[O:23])[CH:18]=[CH:19][CH:20]=1)#[CH:14].C(N(CC)CC)C. The catalyst is CN(C=O)C.Cl[Pd](Cl)([P](C1C=CC=CC=1)(C1C=CC=CC=1)C1C=CC=CC=1)[P](C1C=CC=CC=1)(C1C=CC=CC=1)C1C=CC=CC=1.[Cu]I.C1(P(C2C=CC=CC=2)C2C=CC=CC=2)C=CC=CC=1. The product is [NH2:1][C:2]1[C:11]([C:14]#[C:13][C:15]2[CH:20]=[CH:19][CH:18]=[C:17]([NH:21][C:22]([C:24]3[N:28]([CH3:29])[N:27]=[C:26]([CH3:30])[CH:25]=3)=[O:23])[CH:16]=2)=[CH:10][C:5]([C:6]([O:8][CH3:9])=[O:7])=[CH:4][N:3]=1. The yield is 0.780. (5) The reactants are [CH2:1]([O:5][C:6]1[CH:11]=[CH:10][C:9]([C:12](=O)[CH2:13][C:14]([C:16]2[CH:25]=[CH:24][C:19]([C:20]([O:22][CH3:23])=[O:21])=[CH:18][CH:17]=2)=O)=[CH:8][CH:7]=1)[CH2:2][CH2:3][CH3:4].O.[NH2:28][NH2:29].C(O)(=O)C. The catalyst is C(O)C. The product is [CH2:1]([O:5][C:6]1[CH:11]=[CH:10][C:9]([C:12]2[CH:13]=[C:14]([C:16]3[CH:25]=[CH:24][C:19]([C:20]([O:22][CH3:23])=[O:21])=[CH:18][CH:17]=3)[NH:29][N:28]=2)=[CH:8][CH:7]=1)[CH2:2][CH2:3][CH3:4]. The yield is 0.780. (6) The reactants are C(N(CC)CC)C.[C:8]1(=[O:20])[O:19][C:17](=[O:18])[CH2:16][CH2:15][CH2:14][CH2:13][CH2:12][CH2:11][CH2:10][CH2:9]1.[NH2:21][C@@H:22]([CH2:31][N:32]1[CH2:37][CH2:36][O:35][CH2:34][CH2:33]1)[C@H:23]([C:25]1[CH:30]=[CH:29][CH:28]=[CH:27][CH:26]=1)[OH:24]. The catalyst is C(Cl)Cl. The product is [C:17]([CH2:16][CH2:15][CH2:14][CH2:13][CH2:12][CH2:11][CH2:10][CH2:9][C:8]([NH:21][C@@H:22]([CH2:31][N:32]1[CH2:33][CH2:34][O:35][CH2:36][CH2:37]1)[C@H:23]([C:25]1[CH:26]=[CH:27][CH:28]=[CH:29][CH:30]=1)[OH:24])=[O:20])([OH:19])=[O:18]. The yield is 0.304. (7) The product is [CH3:7][O:8][CH2:9][CH2:10][O:11][CH2:12][CH2:13][O:14][C:16]1[CH:25]=[C:24]2[C:19]([C:20](=[O:26])[NH:21][CH:22]=[N:23]2)=[CH:18][CH:17]=1. The catalyst is C(OCC)(=O)C.C(OCC)C. The reactants are CS(C)=O.[H-].[Na+].[CH3:7][O:8][CH2:9][CH2:10][O:11][CH2:12][CH2:13][OH:14].F[C:16]1[CH:25]=[C:24]2[C:19]([C:20](=[O:26])[NH:21][CH:22]=[N:23]2)=[CH:18][CH:17]=1. The yield is 0.500.